Dataset: Forward reaction prediction with 1.9M reactions from USPTO patents (1976-2016). Task: Predict the product of the given reaction. (1) Given the reactants CC([N:5]([C@@H:9]([C:12]([NH:14][C:15]1[CH:16]=[N:17][C:18]([O:21][C:22]2[C:27]3[C:28]4([CH2:31][O:32][C:26]=3[CH:25]=[CH:24][CH:23]=2)[CH2:30][CH2:29]4)=[CH:19][CH:20]=1)=[O:13])[CH2:10][CH3:11])C(=O)[O-])(C)C.C(O)(C(F)(F)F)=O.C([O-])(O)=O.[Na+], predict the reaction product. The product is: [NH2:5][C@H:9]([CH2:10][CH3:11])[C:12]([NH:14][C:15]1[CH:16]=[N:17][C:18]([O:21][C:22]2[C:27]3[C:28]4([CH2:31][O:32][C:26]=3[CH:25]=[CH:24][CH:23]=2)[CH2:30][CH2:29]4)=[CH:19][CH:20]=1)=[O:13]. (2) Given the reactants [C:1]1([S:7]([C:10]2[CH:31]=[CH:30][C:13]3[N:14]([CH:18]4[CH2:22][CH2:21][N:20](CC5C=CC=CC=5)[CH2:19]4)[CH2:15][CH2:16][O:17][C:12]=3[CH:11]=2)(=[O:9])=[O:8])[CH:6]=[CH:5][CH:4]=[CH:3][CH:2]=1, predict the reaction product. The product is: [C:1]1([S:7]([C:10]2[CH:31]=[CH:30][C:13]3[N:14]([CH:18]4[CH2:22][CH2:21][NH:20][CH2:19]4)[CH2:15][CH2:16][O:17][C:12]=3[CH:11]=2)(=[O:9])=[O:8])[CH:6]=[CH:5][CH:4]=[CH:3][CH:2]=1. (3) Given the reactants Cl[C:2]1[C:7]2[N:8]=[C:9]([S:12][CH3:13])[N:10]=[CH:11][C:6]=2[CH:5]=[C:4]([CH3:14])[N:3]=1.[CH2:15]([NH2:20])[C:16]([CH3:19])([CH3:18])[CH3:17], predict the reaction product. The product is: [CH3:14][C:4]1[N:3]=[C:2]([NH:20][CH2:15][C:16]([CH3:19])([CH3:18])[CH3:17])[C:7]2[N:8]=[C:9]([S:12][CH3:13])[N:10]=[CH:11][C:6]=2[CH:5]=1. (4) Given the reactants Cl[C:2]1[N:7]=[C:6]([NH:8][C:9]2[CH:18]=[CH:17][CH:16]=[CH:15][C:10]=2[O:11][CH2:12][C:13]#[N:14])[C:5]([Cl:19])=[CH:4][N:3]=1.[NH2:20][C:21]1[CH:34]=[CH:33][C:24]2[CH2:25][CH2:26][CH2:27][C:28](=[O:32])[N:29]([CH2:30][CH3:31])[C:23]=2[CH:22]=1, predict the reaction product. The product is: [Cl:19][C:5]1[C:6]([NH:8][C:9]2[CH:18]=[CH:17][CH:16]=[CH:15][C:10]=2[O:11][CH2:12][C:13]#[N:14])=[N:7][C:2]([NH:20][C:21]2[CH:34]=[CH:33][C:24]3[CH2:25][CH2:26][CH2:27][C:28](=[O:32])[N:29]([CH2:30][CH3:31])[C:23]=3[CH:22]=2)=[N:3][CH:4]=1. (5) Given the reactants Cl[C:2]1[CH:11]=[C:10]2[C:5]([CH:6]=[C:7]([C:14]3[CH:15]=[C:16]([NH:21][C:22](=[O:33])[C:23]4[CH:28]=[CH:27][CH:26]=[C:25]([C:29]([F:32])([F:31])[F:30])[CH:24]=4)[CH:17]=[CH:18][C:19]=3[CH3:20])[C:8](=[O:13])[N:9]2[CH3:12])=[CH:4][N:3]=1.[CH2:34]([NH2:36])[CH3:35], predict the reaction product. The product is: [CH2:34]([NH:36][C:2]1[CH:11]=[C:10]2[C:5]([CH:6]=[C:7]([C:14]3[CH:15]=[C:16]([NH:21][C:22](=[O:33])[C:23]4[CH:28]=[CH:27][CH:26]=[C:25]([C:29]([F:31])([F:30])[F:32])[CH:24]=4)[CH:17]=[CH:18][C:19]=3[CH3:20])[C:8](=[O:13])[N:9]2[CH3:12])=[CH:4][N:3]=1)[CH3:35].